This data is from Peptide-MHC class I binding affinity with 185,985 pairs from IEDB/IMGT. The task is: Regression. Given a peptide amino acid sequence and an MHC pseudo amino acid sequence, predict their binding affinity value. This is MHC class I binding data. The peptide sequence is YPQLSAIAL. The MHC is HLA-A02:06 with pseudo-sequence HLA-A02:06. The binding affinity (normalized) is 0.493.